Dataset: Forward reaction prediction with 1.9M reactions from USPTO patents (1976-2016). Task: Predict the product of the given reaction. (1) The product is: [F:30][C:31]1[CH:40]=[CH:39][C:38]2[CH:41]=[CH:42][C:43](=[O:44])[N:36]3[C:37]=2[C:32]=1[C:33](=[CH:2][O:3][CH3:4])[CH2:34][CH2:35]3. Given the reactants [Cl-].[CH3:2][O:3][CH:4]=C1C=CC=CC1[PH+](C1C=CC=CC=1)C1C=CC=CC=1.CC(C)([O-])C.[K+].[F:30][C:31]1[CH:40]=[CH:39][C:38]2[CH:41]=[CH:42][C:43](=[O:44])[N:36]3[C:37]=2[C:32]=1[C:33](=O)[CH2:34][CH2:35]3.O, predict the reaction product. (2) Given the reactants [NH2:1][C:2]1[C:7]([F:8])=[CH:6][N:5]([CH:9]2[CH2:13][CH2:12][CH:11]([OH:14])[CH2:10]2)[C:4](=[O:15])[N:3]=1.CO[CH:18](OC)[N:19]([CH3:21])[CH3:20], predict the reaction product. The product is: [F:8][C:7]1[C:2]([N:1]=[CH:18][N:19]([CH3:21])[CH3:20])=[N:3][C:4](=[O:15])[N:5]([CH:9]2[CH2:13][CH2:12][CH:11]([OH:14])[CH2:10]2)[CH:6]=1. (3) Given the reactants [CH2:1]([O:8][C:9]([NH:11][C:12]1[C:13]([C:28](O)=[O:29])=[N:14][C:15]2[C:20]([CH:21]=1)=[CH:19][CH:18]=[C:17]([N:22]1[CH2:27][CH2:26][O:25][CH2:24][CH2:23]1)[CH:16]=2)=[O:10])[C:2]1[CH:7]=[CH:6][CH:5]=[CH:4][CH:3]=1.[NH2:31][C:32]1[CH:33]=[N:34][CH:35]=[CH:36][C:37]=1[N:38]1[CH2:43][C@H:42]([CH3:44])[C@H:41]([NH:45][C:46](=[O:49])[O:47][CH3:48])[C@H:40]([NH:50][C:51](=[O:57])[O:52][C:53]([CH3:56])([CH3:55])[CH3:54])[CH2:39]1.CN(C(ON1N=NC2C=CC=NC1=2)=[N+](C)C)C.F[P-](F)(F)(F)(F)F.CCN(C(C)C)C(C)C, predict the reaction product. The product is: [CH2:1]([O:8][C:9]([NH:11][C:12]1[C:13]([C:28]([NH:31][C:32]2[CH:33]=[N:34][CH:35]=[CH:36][C:37]=2[N:38]2[CH2:43][C@H:42]([CH3:44])[C@H:41]([NH:45][C:46](=[O:49])[O:47][CH3:48])[C@H:40]([NH:50][C:51](=[O:57])[O:52][C:53]([CH3:56])([CH3:55])[CH3:54])[CH2:39]2)=[O:29])=[N:14][C:15]2[C:20]([CH:21]=1)=[CH:19][CH:18]=[C:17]([N:22]1[CH2:27][CH2:26][O:25][CH2:24][CH2:23]1)[CH:16]=2)=[O:10])[C:2]1[CH:7]=[CH:6][CH:5]=[CH:4][CH:3]=1. (4) Given the reactants C[O:2][C:3]([C:5]([NH:8][C:9](=[O:20])[O:10][CH2:11][C:12]1[CH:17]=[C:16]([CH3:18])[N:15]=[C:14]([CH3:19])[CH:13]=1)([CH3:7])[CH3:6])=[O:4].[Li+].[OH-].Cl, predict the reaction product. The product is: [C:3]([C:5]([NH:8][C:9](=[O:20])[O:10][CH2:11][C:12]1[CH:13]=[C:14]([CH3:19])[N:15]=[C:16]([CH3:18])[CH:17]=1)([CH3:6])[CH3:7])([OH:4])=[O:2]. (5) The product is: [CH:1]1[C:10]2[C:5](=[C:6]([C:11](=[O:13])[CH3:12])[CH:7]=[CH:8][CH:9]=2)[CH:4]=[CH:3][N:2]=1. Given the reactants [CH:1]1[C:10]2[C:5](=[C:6]([CH:11]([OH:13])[CH3:12])[CH:7]=[CH:8][CH:9]=2)[CH:4]=[CH:3][N:2]=1.CC(OI1(OC(C)=O)(OC(C)=O)OC(=O)C2C=CC=CC1=2)=O, predict the reaction product.